From a dataset of Reaction yield outcomes from USPTO patents with 853,638 reactions. Predict the reaction yield, written as a fraction of the theoretical maximum amount of product (1.0 means a 100% yield; for example, 0.34 means a 34% yield). (1) The reactants are [F:1][C:2]1[CH:7]=[CH:6][C:5]([S:8][CH2:9][CH2:10][CH2:11][C:12]([OH:14])=O)=[CH:4][CH:3]=1.[Cl:15][C:16]1[CH:17]=[C:18]([CH3:27])[C:19]([O:25][CH3:26])=[C:20]([CH:24]=1)[CH2:21][NH:22][CH3:23]. No catalyst specified. The product is [Cl:15][C:16]1[CH:17]=[C:18]([CH3:27])[C:19]([O:25][CH3:26])=[C:20]([CH:24]=1)[CH2:21][N:22]([CH3:23])[C:12](=[O:14])[CH2:11][CH2:10][CH2:9][S:8][C:5]1[CH:4]=[CH:3][C:2]([F:1])=[CH:7][CH:6]=1. The yield is 0.300. (2) The reactants are [F:1][CH:2]([F:16])[CH:3]1[C:12]2[C:7](=[CH:8][CH:9]=[CH:10][CH:11]=2)[N:6]([CH2:13][CH2:14][NH2:15])[CH2:5][CH2:4]1.C=O.[C:19](O)(C(F)(F)F)=O.[OH-].[Na+]. The catalyst is C(O)C. The product is [F:16][CH:2]([F:1])[CH:3]1[C:12]2[C:7]3=[C:8]([CH2:19][NH:15][CH2:14][CH2:13][N:6]3[CH2:5][CH2:4]1)[CH:9]=[CH:10][CH:11]=2. The yield is 0.260. (3) The reactants are Br[C:2]1[C:15]2[C:16]3=[C:17]4[C:12](=[CH:13][CH:14]=2)[CH:11]=[CH:10][CH:9]=[C:8]4[CH:7]=[CH:6][C:5]3=[CH:4][CH:3]=1.C([Li])CCC.B(OC)(OC)OC.[Cl:30][C:31]1[C:32](Br)=[C:33]([CH:39]=[CH:40][C:41]=1[C:42]([O:44][CH2:45][CH3:46])=[O:43])[C:34]([O:36][CH2:37][CH3:38])=[O:35].C([O-])([O-])=O.[Na+].[Na+]. The catalyst is C1COCC1.C1C=CC([P]([Pd]([P](C2C=CC=CC=2)(C2C=CC=CC=2)C2C=CC=CC=2)([P](C2C=CC=CC=2)(C2C=CC=CC=2)C2C=CC=CC=2)[P](C2C=CC=CC=2)(C2C=CC=CC=2)C2C=CC=CC=2)(C2C=CC=CC=2)C2C=CC=CC=2)=CC=1.CCO.C1(C)C=CC=CC=1.O. The product is [Cl:30][C:31]1[CH:32]=[C:33]([C:34]([O:36][CH2:37][CH3:38])=[O:35])[C:39]([C:9]2[C:8]3[C:17]4=[C:16]5[C:5](=[CH:6][CH:7]=3)[CH:4]=[CH:3][CH:2]=[C:15]5[CH:14]=[CH:13][C:12]4=[CH:11][CH:10]=2)=[CH:40][C:41]=1[C:42]([O:44][CH2:45][CH3:46])=[O:43]. The yield is 0.700. (4) The reactants are [CH2:1]([C@H:8]1[CH2:10][O:9]1)[C:2]1[CH:7]=[CH:6][CH:5]=[CH:4][CH:3]=1.Cl.[NH2:12][CH2:13][C:14]1[CH:23]=[CH:22][C:17]([C:18]([O:20][CH3:21])=[O:19])=[CH:16][CH:15]=1.CCN(C(C)C)C(C)C. The catalyst is CO. The product is [OH:9][C@@H:8]([CH2:1][C:2]1[CH:7]=[CH:6][CH:5]=[CH:4][CH:3]=1)[CH2:10][NH:12][CH2:13][C:14]1[CH:15]=[CH:16][C:17]([C:18]([O:20][CH3:21])=[O:19])=[CH:22][CH:23]=1. The yield is 0.530. (5) The reactants are [Cl:1][CH2:2][C:3]([NH:5][NH:6][C:7](=[O:19])[C:8]1[CH:13]=[CH:12][C:11]([N+:14]([O-:16])=[O:15])=[C:10]([O:17][CH3:18])[CH:9]=1)=O.CC[N+](S(N=C(OC)[O-])(=O)=O)(CC)CC. The catalyst is C1COCC1. The product is [Cl:1][CH2:2][C:3]1[O:19][C:7]([C:8]2[CH:13]=[CH:12][C:11]([N+:14]([O-:16])=[O:15])=[C:10]([O:17][CH3:18])[CH:9]=2)=[N:6][N:5]=1. The yield is 0.850. (6) The reactants are Br.[OH:2][C:3]1[CH:25]=[CH:24][C:6]([O:7][CH2:8][CH2:9][CH2:10][N:11]2[CH2:16][CH2:15][C:14]([C:18]3[CH:23]=[CH:22][CH:21]=[CH:20][CH:19]=3)([OH:17])[CH2:13][CH2:12]2)=[CH:5][CH:4]=1.BrCC[CH2:29][O:30][C:31]1[CH:36]=[CH:35][C:34](O)=[CH:33][CH:32]=1.OC1(C2C=CC=CC=2)CC[NH:42]CC1. The catalyst is CC#N. The product is [O:30]1[C:31]2[CH:36]=[CH:35][CH:34]=[CH:33][C:32]=2[N:42]=[C:29]1[O:2][C:3]1[CH:4]=[CH:5][C:6]([O:7][CH2:8][CH2:9][CH2:10][N:11]2[CH2:12][CH2:13][C:14]([C:18]3[CH:23]=[CH:22][CH:21]=[CH:20][CH:19]=3)([OH:17])[CH2:15][CH2:16]2)=[CH:24][CH:25]=1. The yield is 0.910.